This data is from Full USPTO retrosynthesis dataset with 1.9M reactions from patents (1976-2016). The task is: Predict the reactants needed to synthesize the given product. (1) Given the product [NH2:12][C:3]1[C:2]([Cl:1])=[CH:11][C:6]2[N:7]=[C:8]([CH3:10])[O:9][C:5]=2[CH:4]=1, predict the reactants needed to synthesize it. The reactants are: [Cl:1][C:2]1[C:3]([N+:12]([O-])=O)=[CH:4][C:5]2[O:9][C:8]([CH3:10])=[N:7][C:6]=2[CH:11]=1. (2) The reactants are: [Cl:1][C:2]1[C:3]([O:12][C:13]2[CH:18]=[C:17]([O:19][CH:20]([CH3:22])[CH3:21])[CH:16]=[CH:15][C:14]=2[CH2:23][CH2:24][CH2:25][OH:26])=[N:4][CH:5]=[C:6]([C:8]([F:11])([F:10])[F:9])[CH:7]=1.[CH2:27]([N:29]1[C:33]([CH2:34][CH2:35][C:36]([O:38]CC)=[O:37])=[CH:32][C:31](O)=[N:30]1)[CH3:28].C(P(CCCC)CCCC)CCC.N(C(N1CCCCC1)=O)=NC(N1CCCCC1)=O.O1CCCC1CO.[OH-].[Na+].Cl. Given the product [Cl:1][C:2]1[C:3]([O:12][C:13]2[CH:18]=[C:17]([O:19][CH:20]([CH3:21])[CH3:22])[CH:16]=[CH:15][C:14]=2[CH2:23][CH2:24][CH2:25][O:26][C:31]2[CH:32]=[C:33]([CH2:34][CH2:35][C:36]([OH:38])=[O:37])[N:29]([CH2:27][CH3:28])[N:30]=2)=[N:4][CH:5]=[C:6]([C:8]([F:11])([F:10])[F:9])[CH:7]=1, predict the reactants needed to synthesize it. (3) Given the product [CH3:1][O:2][C:3]1[CH:9]=[CH:8][C:7]([C:10]([F:11])([F:12])[F:13])=[CH:6][C:4]=1[NH:5][C:19]([NH:41][C:40]1[CH:42]=[CH:43][C:37]([O:36][C:34]2[CH:33]=[CH:32][N:31]=[C:30]([C:28](=[O:29])[NH:27][CH3:26])[CH:35]=2)=[CH:38][CH:39]=1)=[O:20], predict the reactants needed to synthesize it. The reactants are: [CH3:1][O:2][C:3]1[CH:9]=[CH:8][C:7]([C:10]([F:13])([F:12])[F:11])=[CH:6][C:4]=1[NH2:5].C1N=CN([C:19](N2C=NC=C2)=[O:20])C=1.[CH3:26][NH:27][C:28]([C:30]1[CH:35]=[C:34]([O:36][C:37]2[CH:43]=[CH:42][C:40]([NH2:41])=[CH:39][CH:38]=2)[CH:33]=[CH:32][N:31]=1)=[O:29].O. (4) Given the product [CH3:1][C@@:2]1([CH2:13][O:14][C:15]2[CH:20]=[CH:19][C:18]([N:21]3[CH2:22][CH2:23][CH:24]([N:27]([CH3:35])[CH2:28][C:19]4[CH:20]=[CH:15][CH:16]=[CH:17][C:38]=4[C:37]([F:42])([F:41])[F:36])[CH2:25][CH2:26]3)=[CH:17][CH:16]=2)[O:6][C:5]2=[N:7][C:8]([N+:10]([O-:12])=[O:11])=[CH:9][N:4]2[CH2:3]1, predict the reactants needed to synthesize it. The reactants are: [CH3:1][C@@:2]1([CH2:13][O:14][C:15]2[CH:20]=[CH:19][C:18]([N:21]3[CH2:26][CH2:25][CH:24]([N:27]([CH3:35])[C:28](OC(C)(C)C)=O)[CH2:23][CH2:22]3)=[CH:17][CH:16]=2)[O:6][C:5]2=[N:7][C:8]([N+:10]([O-:12])=[O:11])=[CH:9][N:4]2[CH2:3]1.[F:36][C:37]([F:42])([F:41])[C:38](O)=O. (5) Given the product [C:15]([S:13]([NH:12][C:4]([CH:1]1[CH2:3][CH2:2]1)([CH3:11])[CH2:5][C:6]([NH2:21])=[O:7])=[O:14])([CH3:18])([CH3:17])[CH3:16], predict the reactants needed to synthesize it. The reactants are: [CH:1]1([C:4]([NH:12][S:13]([C:15]([CH3:18])([CH3:17])[CH3:16])=[O:14])([CH3:11])[CH2:5][C:6](OCC)=[O:7])[CH2:3][CH2:2]1.CO.[NH3:21].